The task is: Predict the reaction yield, written as a fraction of the theoretical maximum amount of product (1.0 means a 100% yield; for example, 0.34 means a 34% yield).. This data is from Reaction yield outcomes from USPTO patents with 853,638 reactions. (1) The reactants are BrC1C=CC(N(C)C(N2C3N=C(N4CCOCC4)N=C(C4C=NC(N(CC5C=CC(OC)=CC=5)CC5C=CC(OC)=CC=5)=NC=4)C=3CC2)=O)=CC=1.CN1CCNCC1.[CH3:59][N:60]([C:103]1[CH:108]=[CH:107][C:106]([N:109]2[CH2:114][CH2:113][N:112]([CH3:115])[CH2:111][CH2:110]2)=[CH:105][CH:104]=1)[C:61]([N:63]1[C:67]2[N:68]=[C:69]([N:97]3[CH2:102][CH2:101][O:100][CH2:99][CH2:98]3)[N:70]=[C:71]([C:72]3[CH:73]=[N:74][C:75]([N:78](CC4C=CC(OC)=CC=4)CC4C=CC(OC)=CC=4)=[N:76][CH:77]=3)[C:66]=2[CH2:65][CH2:64]1)=[O:62]. No catalyst specified. The product is [CH3:59][N:60]([C:103]1[CH:104]=[CH:105][C:106]([N:109]2[CH2:110][CH2:111][N:112]([CH3:115])[CH2:113][CH2:114]2)=[CH:107][CH:108]=1)[C:61]([N:63]1[C:67]2[N:68]=[C:69]([N:97]3[CH2:102][CH2:101][O:100][CH2:99][CH2:98]3)[N:70]=[C:71]([C:72]3[CH:73]=[N:74][C:75]([NH2:78])=[N:76][CH:77]=3)[C:66]=2[CH2:65][CH2:64]1)=[O:62]. The yield is 0.630. (2) The reactants are [C:1]([CH:5]=P(C1C=CC=CC=1)(C1C=CC=CC=1)C1C=CC=CC=1)([O:3][CH3:4])=[O:2].O=[C:26]([CH2:32][C:33]([O:35][CH3:36])=[O:34])[CH2:27][C:28]([O:30][CH3:31])=[O:29]. The product is [CH3:31][O:30][C:28](=[O:29])[CH2:27][C:26](=[CH:5][C:1]([O:3][CH3:4])=[O:2])[CH2:32][C:33]([O:35][CH3:36])=[O:34]. The catalyst is C1(C)C=CC=CC=1. The yield is 0.530. (3) The reactants are [C:1]([N:4]1[C:13]2[C:8](=[CH:9][C:10]([N:14]3[CH2:19][CH2:18][O:17][CH2:16][CH2:15]3)=[CH:11][CH:12]=2)[C@@H:7]([OH:20])[CH2:6][C@@H:5]1[CH3:21])(=[O:3])[CH3:2].[Cl:22][C:23]1[CH:28]=[CH:27][C:26](O)=[CH:25][CH:24]=1. No catalyst specified. The product is [C:1]([N:4]1[C:13]2[C:8](=[CH:9][C:10]([N:14]3[CH2:15][CH2:16][O:17][CH2:18][CH2:19]3)=[CH:11][CH:12]=2)[C@H:7]([O:20][C:26]2[CH:27]=[CH:28][C:23]([Cl:22])=[CH:24][CH:25]=2)[CH2:6][C@@H:5]1[CH3:21])(=[O:3])[CH3:2]. The yield is 0.544. (4) The reactants are [CH3:1][C:2]1[CH:7]=[C:6]([CH3:8])[CH:5]=[C:4]([CH3:9])[C:3]=1[N:10]=[C:11]=[O:12].[NH2:13][C:14]1[CH:15]=[C:16]([C:35]2[CH:40]=[C:39]([F:41])[CH:38]=[C:37]([F:42])[CH:36]=2)[CH:17]=[CH:18][C:19]=1[C:20]([NH:22][C@H:23]([C:31]([O:33][CH3:34])=[O:32])[C@@H:24]([CH3:30])[O:25][C:26]([CH3:29])([CH3:28])[CH3:27])=[O:21].CCCCCC.C(OCC)(=O)C. The catalyst is N1C=CC=CC=1. The yield is 0.780. The product is [F:41][C:39]1[CH:40]=[C:35]([C:16]2[CH:17]=[CH:18][C:19]([C:20]([NH:22][C@H:23]([C:31]([O:33][CH3:34])=[O:32])[C@@H:24]([CH3:30])[O:25][C:26]([CH3:29])([CH3:27])[CH3:28])=[O:21])=[C:14]([NH:13][C:11]([NH:10][C:3]3[C:2]([CH3:1])=[CH:7][C:6]([CH3:8])=[CH:5][C:4]=3[CH3:9])=[O:12])[CH:15]=2)[CH:36]=[C:37]([F:42])[CH:38]=1. (5) The reactants are C[O:2][C:3](=[O:32])[C:4]1[CH:9]=[CH:8][C:7]([CH:10]=[CH:11][C:12]2[C:21]([CH2:22][N:23]3[CH:27]=[CH:26][CH:25]=[N:24]3)=[CH:20][C:19]3[C:18]([CH3:29])([CH3:28])[CH2:17][CH2:16][C:15]([CH3:31])([CH3:30])[C:14]=3[CH:13]=2)=[CH:6][CH:5]=1.[OH-].[Na+].Cl. The catalyst is C(O)C.O. The product is [CH3:28][C:18]1([CH3:29])[CH2:17][CH2:16][C:15]([CH3:30])([CH3:31])[C:14]2[CH:13]=[C:12](/[CH:11]=[CH:10]/[C:7]3[CH:6]=[CH:5][C:4]([C:3]([OH:32])=[O:2])=[CH:9][CH:8]=3)[C:21]([CH2:22][N:23]3[CH:27]=[CH:26][CH:25]=[N:24]3)=[CH:20][C:19]1=2. The yield is 0.970. (6) The reactants are Cl.[F:2][C:3]1[C:8]([NH:9][C:10]2[C:15]([C:16]3[N:24]=[CH:23][N:22]=[C:21]4[C:17]=3[N:18]=[CH:19][N:20]4C3CCCCO3)=[CH:14][CH:13]=[CH:12][N:11]=2)=[C:7]([F:31])[CH:6]=[CH:5][C:4]=1[NH:32][S:33]([C:36]1[CH:41]=[CH:40][C:39]([C:42]([F:45])([F:44])[F:43])=[CH:38][CH:37]=1)(=[O:35])=[O:34]. No catalyst specified. The product is [N:24]1[C:16]([C:15]2[C:10]([NH:9][C:8]3[C:3]([F:2])=[C:4]([NH:32][S:33]([C:36]4[CH:41]=[CH:40][C:39]([C:42]([F:45])([F:43])[F:44])=[CH:38][CH:37]=4)(=[O:35])=[O:34])[CH:5]=[CH:6][C:7]=3[F:31])=[N:11][CH:12]=[CH:13][CH:14]=2)=[C:17]2[C:21]([NH:20][CH:19]=[N:18]2)=[N:22][CH:23]=1. The yield is 0.880. (7) The reactants are [OH-:1].[K+].[C:3]([C:7]1[N:12]=[C:11]([Cl:13])[C:10]([C:14]#N)=[CH:9][CH:8]=1)([CH3:6])([CH3:5])[CH3:4].[OH2:16]. The catalyst is C(O)(C)C.C(OCC)(=O)C. The product is [C:3]([C:7]1[N:12]=[C:11]([Cl:13])[C:10]([C:14]([OH:16])=[O:1])=[CH:9][CH:8]=1)([CH3:6])([CH3:5])[CH3:4]. The yield is 0.960. (8) The reactants are Cl.[CH3:2][O:3][C:4]([C:6]1[C:10]([NH2:11])=[CH:9][S:8][CH:7]=1)=[O:5].C(N(CC)CC)C.[Cl:19][C:20]1[CH:32]=[CH:31][CH:30]=[CH:29][C:21]=1[O:22][CH2:23][CH2:24][CH2:25][C:26](Cl)=[O:27]. The catalyst is ClCCl. The product is [CH3:2][O:3][C:4]([C:6]1[C:10]([NH:11][C:26](=[O:27])[CH2:25][CH2:24][CH2:23][O:22][C:21]2[CH:29]=[CH:30][CH:31]=[CH:32][C:20]=2[Cl:19])=[CH:9][S:8][CH:7]=1)=[O:5]. The yield is 0.800. (9) The reactants are [CH3:1][C:2]1[C:7]([O:8][C:9]2[C:10]([NH:22][C:23]3[S:27][N:26]=[C:25]([C@:28]4([CH3:35])[CH2:32][O:31]C(C)(C)[O:29]4)[N:24]=3)=[N:11][CH:12]=[C:13]([S:15][C:16]3[CH:21]=[CH:20][CH:19]=[CH:18][N:17]=3)[CH:14]=2)=[CH:6][CH:5]=[CH:4][N:3]=1.[ClH:36]. The catalyst is CCO. The product is [ClH:36].[CH3:1][C:2]1[C:7]([O:8][C:9]2[C:10]([NH:22][C:23]3[S:27][N:26]=[C:25]([C@:28]([OH:29])([CH3:35])[CH2:32][OH:31])[N:24]=3)=[N:11][CH:12]=[C:13]([S:15][C:16]3[CH:21]=[CH:20][CH:19]=[CH:18][N:17]=3)[CH:14]=2)=[CH:6][CH:5]=[CH:4][N:3]=1. The yield is 0.660.